Dataset: Reaction yield outcomes from USPTO patents with 853,638 reactions. Task: Predict the reaction yield, written as a fraction of the theoretical maximum amount of product (1.0 means a 100% yield; for example, 0.34 means a 34% yield). (1) The product is [CH3:17][O:18][C:19](=[O:35])[CH2:20][CH2:21][CH2:22][C:23]#[C:24][CH2:25][N:26]1[C@@H:27](/[CH:33]=[CH:5]/[C:4](=[O:3])[CH2:12][CH2:13][CH2:14][CH2:15][CH3:16])[CH2:28][CH2:29][CH2:30][C:31]1=[O:32]. The yield is 0.850. The catalyst is C1COCC1. The reactants are [H-].[Na+].[O:3]=[C:4]([CH2:12][CH2:13][CH2:14][CH2:15][CH3:16])[CH2:5]P(=O)(OC)OC.[CH3:17][O:18][C:19](=[O:35])[CH2:20][CH2:21][CH2:22][C:23]#[C:24][CH2:25][N:26]1[C:31](=[O:32])[CH2:30][CH2:29][CH2:28][C@@H:27]1[CH:33]=O. (2) The reactants are [O:1]1[CH2:5][CH2:4][O:3][C:2]1([CH2:8][OH:9])[CH2:6][OH:7].[C:10]([CH2:14][C:15]([O:17][CH3:18])=[O:16])(=O)[CH2:11][CH3:12].C(OCC)(OCC)OCC.C(=O)([O-])O.[Na+]. The catalyst is O.C1(C)C=CC(S(O)(=O)=O)=CC=1.C(OCC)(=O)C. The product is [CH3:18][O:17][C:15](=[O:16])[CH2:14][C:10]1([CH2:11][CH3:12])[O:9][CH2:8][C:2]2([O:3][CH2:4][CH2:5][O:1]2)[CH2:6][O:7]1. The yield is 0.358. (3) The reactants are C1(P(C2C=CC=CC=2)C2C=CC=CC=2)C=CC=CC=1.[OH:20][C:21]1[C:22]([CH2:34][CH:35]=[C:36]([CH3:39])[CH2:37]O)=[C:23]([O:32][CH3:33])[C:24]([CH3:31])=[C:25]2[C:29]=1[C:28](=[O:30])[O:27][CH2:26]2.C(Br)(Br)(Br)[Br:41]. The catalyst is ClCCl. The product is [Br:41][CH2:37][C:36]([CH3:39])=[CH:35][CH2:34][C:22]1[C:21]([OH:20])=[C:29]2[C:25]([CH2:26][O:27][C:28]2=[O:30])=[C:24]([CH3:31])[C:23]=1[O:32][CH3:33]. The yield is 0.420. (4) The reactants are O[CH:2]=[C:3]1[C:11]2[C:6](=[CH:7][CH:8]=[C:9]([C:12]([C:14]3[CH:15]=[C:16]([NH:20][C:21]([C:23]4[N:24]([CH2:29][CH3:30])[N:25]=[C:26]([CH3:28])[CH:27]=4)=[O:22])[CH:17]=[CH:18][CH:19]=3)=[O:13])[CH:10]=2)[NH:5][C:4]1=[O:31].[NH2:32][C:33]1[CH:34]=[C:35]([OH:39])[CH:36]=[CH:37][CH:38]=1. The catalyst is C1COCC1. The product is [OH:39][C:35]1[CH:34]=[C:33]([NH:32][CH:2]=[C:3]2[C:11]3[C:6](=[CH:7][CH:8]=[C:9]([C:12]([C:14]4[CH:15]=[C:16]([NH:20][C:21]([C:23]5[N:24]([CH2:29][CH3:30])[N:25]=[C:26]([CH3:28])[CH:27]=5)=[O:22])[CH:17]=[CH:18][CH:19]=4)=[O:13])[CH:10]=3)[NH:5][C:4]2=[O:31])[CH:38]=[CH:37][CH:36]=1. The yield is 0.790. (5) The reactants are [Br:1][C:2]1[CH:7]=[CH:6][C:5]([NH:8][C:9](=O)[O:10]CC(C)C)=[CH:4][C:3]=1[F:16].Cl[CH2:18][C@@H:19]([OH:22])[CH2:20][OH:21].CC([O-])(C)C.[K+].C(=O)([O-])N. The catalyst is C1COCC1.CCOC(C)=O.CCCCCC.O.CC(O)=O. The product is [Br:1][C:2]1[CH:7]=[CH:6][C:5]([N:8]2[CH2:18][C@H:19]([CH2:20][OH:21])[O:22][C:9]2=[O:10])=[CH:4][C:3]=1[F:16]. The yield is 0.870. (6) The reactants are C(OC(=O)[NH:7][CH:8]1[CH2:13][CH2:12][N:11]([CH2:14][CH2:15][C:16]2[C:25]3[C:20](=[CH:21][CH:22]=[C:23]([O:26][CH3:27])[CH:24]=3)[N:19]=[CH:18][C:17]=2[Cl:28])[CH2:10][CH2:9]1)(C)(C)C.C(O)(C(F)(F)F)=O. The catalyst is C(Cl)Cl. The product is [Cl:28][C:17]1[CH:18]=[N:19][C:20]2[C:25]([C:16]=1[CH2:15][CH2:14][N:11]1[CH2:10][CH2:9][CH:8]([NH2:7])[CH2:13][CH2:12]1)=[CH:24][C:23]([O:26][CH3:27])=[CH:22][CH:21]=2. The yield is 0.920. (7) The reactants are [C:1]1([C:7]2[CH:15]=[C:14]3[C:10]([CH2:11][C:12](=[O:16])[NH:13]3)=[CH:9][CH:8]=2)[CH:6]=[CH:5][CH:4]=[CH:3][CH:2]=1.[CH2:17]([N:19]([CH2:32][CH3:33])[CH2:20][CH2:21][NH:22][C:23]([C:25]1[NH:26][C:27]([CH:30]=O)=[CH:28][CH:29]=1)=[O:24])[CH3:18]. No catalyst specified. The product is [CH2:32]([N:19]([CH2:17][CH3:18])[CH2:20][CH2:21][NH:22][C:23]([C:25]1[NH:26][C:27]([CH:30]=[C:11]2[C:10]3[C:14](=[CH:15][C:7]([C:1]4[CH:2]=[CH:3][CH:4]=[CH:5][CH:6]=4)=[CH:8][CH:9]=3)[NH:13][C:12]2=[O:16])=[CH:28][CH:29]=1)=[O:24])[CH3:33]. The yield is 0.420.